Dataset: Peptide-MHC class II binding affinity with 134,281 pairs from IEDB. Task: Regression. Given a peptide amino acid sequence and an MHC pseudo amino acid sequence, predict their binding affinity value. This is MHC class II binding data. (1) The peptide sequence is GELQIVDKIDAGFKI. The MHC is DRB1_0404 with pseudo-sequence DRB1_0404. The binding affinity (normalized) is 0.545. (2) The peptide sequence is NEMKINRQILDNA. The MHC is DRB5_0101 with pseudo-sequence DRB5_0101. The binding affinity (normalized) is 0.415. (3) The peptide sequence is VLAPYMPDVLEKLEL. The MHC is DRB1_0801 with pseudo-sequence DRB1_0801. The binding affinity (normalized) is 0.334. (4) The peptide sequence is LVLDFCDDALIEGIT. The MHC is HLA-DPA10201-DPB11401 with pseudo-sequence HLA-DPA10201-DPB11401. The binding affinity (normalized) is 0.460. (5) The peptide sequence is TEDQAMEDIKQMEAESIS. The MHC is HLA-DPA10201-DPB11401 with pseudo-sequence HLA-DPA10201-DPB11401. The binding affinity (normalized) is 0.167.